Dataset: Catalyst prediction with 721,799 reactions and 888 catalyst types from USPTO. Task: Predict which catalyst facilitates the given reaction. (1) Reactant: O[C:2]1[CH:7]=[C:6]([CH3:8])[C:5]([N+:9]([O-:11])=[O:10])=[CH:4][N:3]=1.P(Br)(Br)([Br:14])=O. Product: [Br:14][C:2]1[CH:7]=[C:6]([CH3:8])[C:5]([N+:9]([O-:11])=[O:10])=[CH:4][N:3]=1. The catalyst class is: 68. (2) Reactant: [CH:1](=[O:8])[C:2]1[CH:7]=[CH:6][CH:5]=[CH:4][CH:3]=1.[Li][CH:10]([CH2:12][CH3:13])[CH3:11].[Li]CCCC.[SiH:19](Cl)([CH3:21])[CH3:20]. Product: [CH:10]([CH:1]1[O:8][Si:19]([CH3:21])([CH3:20])[C:3]2[CH:4]=[CH:5][CH:6]=[CH:7][C:2]1=2)([CH2:12][CH3:13])[CH3:11]. The catalyst class is: 28. (3) Reactant: [CH3:1][C:2]1[CH:6]=[C:5]([NH2:7])[N:4]([C:8]2[CH:13]=[CH:12][CH:11]=[CH:10][N:9]=2)[N:3]=1.CC[O:16][C:17]([CH:19]1[C:24](=O)[CH2:23][CH2:22][CH2:21][CH2:20]1)=O.[OH-].[Na+]. Product: [CH3:1][C:2]1[C:6]2[C:17](=[O:16])[C:19]3[CH2:24][CH2:23][CH2:22][CH2:21][C:20]=3[NH:7][C:5]=2[N:4]([C:8]2[CH:13]=[CH:12][CH:11]=[CH:10][N:9]=2)[N:3]=1. The catalyst class is: 6. (4) Reactant: [CH2:1]([O:8][C:9](=[O:35])[C@@H:10]([NH:25][C@H:26]([C:28]([O:30]C(C)(C)C)=[O:29])[CH3:27])[CH2:11][C:12]1[CH:17]=[CH:16][C:15]([C:18]2[CH:23]=[CH:22][CH:21]=[C:20]([Cl:24])[CH:19]=2)=[CH:14][CH:13]=1)[C:2]1[CH:7]=[CH:6][CH:5]=[CH:4][CH:3]=1.C(O)(C(F)(F)F)=O. Product: [CH2:1]([O:8][C:9](=[O:35])[C@@H:10]([NH:25][C@H:26]([C:28]([OH:30])=[O:29])[CH3:27])[CH2:11][C:12]1[CH:17]=[CH:16][C:15]([C:18]2[CH:23]=[CH:22][CH:21]=[C:20]([Cl:24])[CH:19]=2)=[CH:14][CH:13]=1)[C:2]1[CH:3]=[CH:4][CH:5]=[CH:6][CH:7]=1. The catalyst class is: 2. (5) Reactant: [Na].Cl.[NH2:3][C:4]([NH2:6])=[NH:5].[O-]CC.[Na+].CCO.CN(C)/[CH:16]=[CH:17]/[C:18]([C:20]1[CH:37]=[CH:36][C:23]([C:24]([NH:26][CH2:27][C:28]2[CH:33]=[CH:32][CH:31]=[C:30]([O:34][CH3:35])[CH:29]=2)=[O:25])=[CH:22][CH:21]=1)=O. Product: [NH2:5][C:4]1[N:6]=[C:18]([C:20]2[CH:21]=[CH:22][C:23]([C:24]([NH:26][CH2:27][C:28]3[CH:33]=[CH:32][CH:31]=[C:30]([O:34][CH3:35])[CH:29]=3)=[O:25])=[CH:36][CH:37]=2)[CH:17]=[CH:16][N:3]=1. The catalyst class is: 88. (6) Reactant: [CH3:1][CH:2]1[CH2:6][CH2:5][CH2:4][N:3]1[CH2:7][CH:8]1[CH2:13][CH2:12][N:11]([C:14](=[C:17]([C:20]#[N:21])[C:18]#[N:19])SC)[CH2:10][CH2:9]1.[NH2:22][CH2:23][CH2:24][N:25]1[CH2:29][CH2:28][CH2:27][C@@H:26]1[CH3:30]. Product: [CH3:30][C@H:26]1[CH2:27][CH2:28][CH2:29][N:25]1[CH2:24][CH2:23][NH:22][C:14](=[C:17]([C:20]#[N:21])[C:18]#[N:19])[N:11]1[CH2:12][CH2:13][CH:8]([CH2:7][N:3]2[CH2:4][CH2:5][CH2:6][CH:2]2[CH3:1])[CH2:9][CH2:10]1. The catalyst class is: 823.